Dataset: Forward reaction prediction with 1.9M reactions from USPTO patents (1976-2016). Task: Predict the product of the given reaction. (1) Given the reactants [CH3:1][C:2]1[CH:11]=[CH:10][C:5]2=[N:6][C:7](=[O:9])[N:8]=[C:4]2[CH:3]=1.[O-]CC.[Na+].CS(C)=O.Br[CH2:21][CH2:22][CH2:23][CH3:24], predict the reaction product. The product is: [CH2:1]([C:2]1[CH:11]=[CH:10][C:5]2=[N:6][C:7](=[O:9])[N:8]=[C:4]2[CH:3]=1)[CH2:21][CH2:22][CH2:23][CH3:24]. (2) Given the reactants C([O-])(=O)CC(CC([O-])=O)(C([O-])=O)[OH:4].O=[CH:15][C@@H:16]([C@H:18]([C@@H:20]([C@@H:22]([CH2:24][OH:25])O)[OH:21])O)[OH:17].CC1C=CC(N(CC(OCOC(C)=O)=O)CC(OCOC(C)=O)=O)=C(OCC[O:55][C:56]2[CH:61]=[C:60]3[CH:62]=[C:63]([C:65]4[O:69]C(C(OCOC(C)=O)=O)=CN=4)[O:64][C:59]3=[CH:58][C:57]=2N(CC(OCOC(C)=O)=O)CC(OCOC(C)=O)=O)C=1.CC(OC1C=C2OC3C(C4(OC(=O)C5C4=CC=CC=5)C2=CC=1Cl)=CC(Cl)=C(OC(C)=O)C=3)=O.[Na+].[Cl-].[Cl-].[K+].[Mg+2].[Cl-].[Cl-].C1N(CCO)CCN(CCS(O)(=O)=O)C1, predict the reaction product. The product is: [CH:59]1[C:60]([C:62]2[O:17][C:16]3[CH:15]=[C:24]([OH:25])[CH:22]=[C:20]([OH:21])[C:18]=3[C:65](=[O:69])[C:63]=2[OH:64])=[CH:61][C:56]([OH:55])=[C:57]([OH:4])[CH:58]=1.